This data is from Catalyst prediction with 721,799 reactions and 888 catalyst types from USPTO. The task is: Predict which catalyst facilitates the given reaction. (1) Reactant: [I:1][C:2]1[C:10]2[C:9]([O:11][CH2:12][CH:13]([CH3:15])[CH3:14])=[N:8][CH:7]=[N:6][C:5]=2[NH:4][CH:3]=1.[H-].[Na+].[C:18]1([CH3:28])[CH:23]=[CH:22][C:21]([S:24](Cl)(=[O:26])=[O:25])=[CH:20][CH:19]=1. Product: [I:1][C:2]1[C:10]2[C:9]([O:11][CH2:12][CH:13]([CH3:15])[CH3:14])=[N:8][CH:7]=[N:6][C:5]=2[N:4]([S:24]([C:21]2[CH:22]=[CH:23][C:18]([CH3:28])=[CH:19][CH:20]=2)(=[O:26])=[O:25])[CH:3]=1. The catalyst class is: 3. (2) Reactant: FC1C=CC=CC=1N[C:9]1[C:10]2[N:11]([CH:24]=[N:25][CH:26]=2)[C:12]2[CH:13]=[CH:14][CH:15]=[C:16]([C:19]([O:21]CC)=[O:20])[C:17]=2[N:18]=1.[OH-].[Na+].O.Cl. Product: [CH:24]1[N:11]2[C:12]3[CH:13]=[CH:14][CH:15]=[C:16]([C:19]([OH:21])=[O:20])[C:17]=3[N:18]=[CH:9][C:10]2=[CH:26][N:25]=1. The catalyst class is: 8. (3) Reactant: [CH3:1][C:2]1([CH3:17])[C:13]2[C:14]3[N:5]([C:6](=[O:16])[C:7](=[O:15])[NH:8][C:9]=3[CH:10]=[CH:11][CH:12]=2)[CH2:4][CH2:3]1.[H-].[Na+].Br[CH2:21]/[CH:22]=[CH:23]/[C@H:24]1[CH2:28][O:27][C:26]([CH3:30])([CH3:29])[O:25]1.O. Product: [CH3:29][C:26]1([CH3:30])[O:25][C@@H:24](/[CH:23]=[CH:22]/[CH2:21][N:8]2[C:9]3[CH:10]=[CH:11][CH:12]=[C:13]4[C:2]([CH3:17])([CH3:1])[CH2:3][CH2:4][N:5]([C:14]=34)[C:6](=[O:16])[C:7]2=[O:15])[CH2:28][O:27]1. The catalyst class is: 3. (4) Reactant: Cl[CH2:2][C:3](=O)[CH3:4].[NH2:6][C:7]1[CH:12]=[CH:11][C:10]([I:13])=[CH:9][N:8]=1. Product: [I:13][C:10]1[CH:11]=[CH:12][C:7]2[N:8]([CH:2]=[C:3]([CH3:4])[N:6]=2)[CH:9]=1. The catalyst class is: 14. (5) Reactant: [CH:1]1[C:11]2[CH2:10][C:9]3([CH2:15][CH2:14][CH:13]([N:16]4[CH2:21][CH2:20][C:19]([CH3:27])([C:22]([O:24]CC)=[O:23])[CH2:18][CH2:17]4)[CH2:12]3)[C:8]3[CH:28]=[CH:29][CH:30]=[CH:31][C:7]=3[CH2:6][C:5]=2[CH:4]=[CH:3][CH:2]=1.[Li+].[OH-]. Product: [CH:1]1[C:11]2[CH2:10][C:9]3([CH2:15][CH2:14][CH:13]([N:16]4[CH2:21][CH2:20][C:19]([CH3:27])([C:22]([OH:24])=[O:23])[CH2:18][CH2:17]4)[CH2:12]3)[C:8]3[CH:28]=[CH:29][CH:30]=[CH:31][C:7]=3[CH2:6][C:5]=2[CH:4]=[CH:3][CH:2]=1. The catalyst class is: 24. (6) Reactant: [O:1]=[C:2]1[N:6]([C:7]2[N:12]=[CH:11][C:10]([C:13]([Cl:15])=[O:14])=[CH:9][CH:8]=2)[NH:5][CH:4]=[C:3]1[C:16]1[CH:17]=[N:18][CH:19]=[CH:20][CH:21]=1.[NH3:22]. Product: [ClH:15].[O:1]=[C:2]1[N:6]([C:7]2[N:12]=[CH:11][C:10]([C:13]([NH2:22])=[O:14])=[CH:9][CH:8]=2)[NH:5][CH:4]=[C:3]1[C:16]1[CH:17]=[N:18][CH:19]=[CH:20][CH:21]=1. The catalyst class is: 12. (7) Reactant: [F:1][C:2]1[C:10]([O:11][C:12]2[C:21]3[C:16](=[CH:17][C:18]([O:24][CH2:25][CH:26]4[CH2:31][CH2:30][N:29](C(OC(C)(C)C)=O)[CH2:28][CH2:27]4)=[C:19]([O:22][CH3:23])[CH:20]=3)[N:15]=[CH:14][N:13]=2)=[CH:9][CH:8]=[C:7]2[C:3]=1[CH:4]=[C:5]([CH3:39])[NH:6]2. Product: [F:1][C:2]1[C:10]([O:11][C:12]2[C:21]3[C:16](=[CH:17][C:18]([O:24][CH2:25][CH:26]4[CH2:31][CH2:30][NH:29][CH2:28][CH2:27]4)=[C:19]([O:22][CH3:23])[CH:20]=3)[N:15]=[CH:14][N:13]=2)=[CH:9][CH:8]=[C:7]2[C:3]=1[CH:4]=[C:5]([CH3:39])[NH:6]2. The catalyst class is: 89. (8) Reactant: [CH3:1][C@@:2]1([CH2:13][O:14][C:15]2[CH:20]=[CH:19][C:18]([N:21]3[CH2:26][CH2:25][S:24][CH2:23][CH2:22]3)=[CH:17][CH:16]=2)[O:6][C:5]2=[N:7][C:8]([N+:10]([O-:12])=[O:11])=[CH:9][N:4]2[CH2:3]1.ClC1C=CC=C(C(OO)=[O:35])C=1. Product: [CH3:1][C@@:2]1([CH2:13][O:14][C:15]2[CH:16]=[CH:17][C:18]([N:21]3[CH2:26][CH2:25][S:24](=[O:35])[CH2:23][CH2:22]3)=[CH:19][CH:20]=2)[O:6][C:5]2=[N:7][C:8]([N+:10]([O-:12])=[O:11])=[CH:9][N:4]2[CH2:3]1. The catalyst class is: 2. (9) Reactant: [C:1]([CH2:3][C:4]([NH:6][CH2:7][C:8]1[C:9]([CH3:15])=[N:10][C:11]([CH3:14])=[CH:12][CH:13]=1)=[O:5])#[N:2].[Br:16][C:17]1[CH:22]=[CH:21][C:20]([C:23](=O)[CH2:24][C:25](=O)[C:26]([F:29])([F:28])[F:27])=[CH:19][CH:18]=1.N12CCCN=C1CCCCC2. Product: [Br:16][C:17]1[CH:18]=[CH:19][C:20]([C:23]2[N:6]([CH2:7][C:8]3[C:9]([CH3:15])=[N:10][C:11]([CH3:14])=[CH:12][CH:13]=3)[C:4](=[O:5])[C:3]([C:1]#[N:2])=[C:25]([C:26]([F:27])([F:28])[F:29])[CH:24]=2)=[CH:21][CH:22]=1. The catalyst class is: 48.